This data is from Reaction yield outcomes from USPTO patents with 853,638 reactions. The task is: Predict the reaction yield, written as a fraction of the theoretical maximum amount of product (1.0 means a 100% yield; for example, 0.34 means a 34% yield). (1) The reactants are [Br:1][CH:2]([CH:6]([O:8][CH3:9])[CH3:7])[C:3](Cl)=[O:4].[CH3:10][O:11][C:12]1[CH:17]=[C:16]([CH3:18])[CH:15]=[C:14]([O:19][CH3:20])[C:13]=1[OH:21].C(N(CC)CC)C. The catalyst is ClCCl. The product is [Br:1][CH:2]([CH:6]([O:8][CH3:9])[CH3:7])[C:3]([O:21][C:13]1[C:14]([O:19][CH3:20])=[CH:15][C:16]([CH3:18])=[CH:17][C:12]=1[O:11][CH3:10])=[O:4]. The yield is 0.860. (2) The reactants are [H-].[Na+].[C:3]1(C)C=CC=CC=1.[CH:10]([C:12]1[CH:17]=[CH:16][C:15]([C:18]2[CH:23]=[CH:22][CH:21]=[CH:20][N:19]=2)=[CH:14][CH:13]=1)=O. The catalyst is [Br-].C[P+](C1C=CC=CC=1)(C1C=CC=CC=1)C1C=CC=CC=1.O. The product is [CH:10]([C:12]1[CH:17]=[CH:16][C:15]([C:18]2[CH:23]=[CH:22][CH:21]=[CH:20][N:19]=2)=[CH:14][CH:13]=1)=[CH2:3]. The yield is 0.850.